Dataset: Full USPTO retrosynthesis dataset with 1.9M reactions from patents (1976-2016). Task: Predict the reactants needed to synthesize the given product. (1) Given the product [Cl:30][C:15]1[C:16]([C:17]2[S:21][C:20]([C:22]3([O:26][CH2:27][O:28][CH3:29])[CH2:23][CH2:24][CH2:25]3)=[N:19][CH:18]=2)=[C:11]2[CH:10]=[C:9]([C:7]3[CH:6]=[N:5][N:4]([CH2:42][CH:43]([OH:44])[CH2:45][OH:50])[CH:8]=3)[N:31]([S:32]([C:35]3[CH:41]=[CH:40][C:38]([CH3:39])=[CH:37][CH:36]=3)(=[O:34])=[O:33])[C:12]2=[N:13][CH:14]=1, predict the reactants needed to synthesize it. The reactants are: C([N:4]1[CH:8]=[C:7]([C:9]2[N:31]([S:32]([C:35]3[CH:41]=[CH:40][C:38]([CH3:39])=[CH:37][CH:36]=3)(=[O:34])=[O:33])[C:12]3=[N:13][CH:14]=[C:15]([Cl:30])[C:16]([C:17]4[S:21][C:20]([C:22]5([O:26][CH2:27][O:28][CH3:29])[CH2:25][CH2:24][CH2:23]5)=[N:19][CH:18]=4)=[C:11]3[CH:10]=2)[CH:6]=[N:5]1)C=C.[CH3:42][C:43]([CH3:45])=[O:44].C[N+]1([O-])CC[O:50]CC1. (2) Given the product [CH2:2]([O:4][C:5]1[CH:10]=[CH:9][C:8]([F:11])=[CH:7][C:6]=1[C:12]1[C:13]2[NH:20][C:19]([CH3:21])=[C:18]([C:22]([NH:24][CH:25]3[CH2:26][CH2:27][N:28]([C:36](=[O:37])[C@@H:35]([OH:34])[CH3:39])[CH2:29][CH2:30]3)=[O:23])[C:14]=2[N:15]=[CH:16][N:17]=1)[CH3:3], predict the reactants needed to synthesize it. The reactants are: Cl.[CH2:2]([O:4][C:5]1[CH:10]=[CH:9][C:8]([F:11])=[CH:7][C:6]=1[C:12]1[C:13]2[NH:20][C:19]([CH3:21])=[C:18]([C:22]([NH:24][CH:25]3[CH2:30][CH2:29][NH:28][CH2:27][CH2:26]3)=[O:23])[C:14]=2[N:15]=[CH:16][N:17]=1)[CH3:3].C([O:34][C@@H:35]([CH3:39])[C:36](Cl)=[O:37])(=O)C. (3) Given the product [F:1][C:2]1[CH:7]=[CH:6][C:5]([CH:8]([OH:33])[CH:9]([N:21]([CH2:22][C:23]2[C:32]3[C:27](=[CH:28][CH:29]=[CH:30][CH:31]=3)[CH:26]=[CH:25][CH:24]=2)[C:34](=[O:36])[CH3:35])[CH2:10][C:11]2[CH:16]=[CH:15][C:14]([C:17]([F:20])([F:19])[F:18])=[CH:13][CH:12]=2)=[CH:4][CH:3]=1, predict the reactants needed to synthesize it. The reactants are: [F:1][C:2]1[CH:7]=[CH:6][C:5]([CH:8]([OH:33])[CH:9]([NH:21][CH2:22][C:23]2[C:32]3[C:27](=[CH:28][CH:29]=[CH:30][CH:31]=3)[CH:26]=[CH:25][CH:24]=2)[CH2:10][C:11]2[CH:16]=[CH:15][C:14]([C:17]([F:20])([F:19])[F:18])=[CH:13][CH:12]=2)=[CH:4][CH:3]=1.[C:34](Cl)(=[O:36])[CH3:35].C(=O)([O-])O.[Na+]. (4) Given the product [CH3:1][O:2][C:3](=[O:19])[C:4]1[CH:12]=[C:11]([N:13]2[CH2:17][CH2:16][CH2:15][C:14]2=[O:18])[CH:10]=[C:6]([CH2:7][OH:8])[CH:5]=1, predict the reactants needed to synthesize it. The reactants are: [CH3:1][O:2][C:3](=[O:19])[C:4]1[CH:12]=[C:11]([N:13]2[CH2:17][CH2:16][CH2:15][C:14]2=[O:18])[CH:10]=[C:6]([C:7](O)=[O:8])[CH:5]=1.CO. (5) The reactants are: Br[C:2]1[C:3]([F:17])=[CH:4][C:5]2[CH2:10][O:9][CH:8]([CH2:11][NH:12][CH2:13][CH2:14][CH3:15])[O:7][C:6]=2[CH:16]=1.[CH3:18][S:19]([O-:21])=[O:20].[Na+].N1CCC[C@H]1C(O)=O. Given the product [F:17][C:3]1[C:2]([S:19]([CH3:18])(=[O:21])=[O:20])=[CH:16][C:6]2[O:7][CH:8]([CH2:11][NH:12][CH2:13][CH2:14][CH3:15])[O:9][CH2:10][C:5]=2[CH:4]=1, predict the reactants needed to synthesize it.